This data is from Forward reaction prediction with 1.9M reactions from USPTO patents (1976-2016). The task is: Predict the product of the given reaction. Given the reactants [CH2:1]([O:3][C:4](=[O:21])[CH:5]([S:14][C:15]1[CH:20]=[CH:19][CH:18]=[CH:17][CH:16]=1)[CH2:6][C:7]1[CH:12]=[CH:11][C:10]([OH:13])=[CH:9][CH:8]=1)[CH3:2].[C:22]([C:24]1[CH:32]=[CH:31][C:27]([CH2:28][CH2:29]O)=[CH:26][CH:25]=1)#[N:23], predict the reaction product. The product is: [CH2:1]([O:3][C:4](=[O:21])[CH:5]([S:14][C:15]1[CH:20]=[CH:19][CH:18]=[CH:17][CH:16]=1)[CH2:6][C:7]1[CH:12]=[CH:11][C:10]([O:13][CH2:29][CH2:28][C:27]2[CH:31]=[CH:32][C:24]([C:22]#[N:23])=[CH:25][CH:26]=2)=[CH:9][CH:8]=1)[CH3:2].